Dataset: Forward reaction prediction with 1.9M reactions from USPTO patents (1976-2016). Task: Predict the product of the given reaction. (1) Given the reactants [Br:1][C:2]1[CH:3]=[N:4][C:5]([O:8]N2C3=NC=CC=C3N=N2)=[N:6][CH:7]=1.[C:18]1(B(O)O)[CH:23]=[CH:22][CH:21]=[CH:20][CH:19]=1.C([O-])([O-])=O.[Cs+].[Cs+], predict the reaction product. The product is: [Br:1][C:2]1[CH:7]=[N:6][C:5]([O:8][C:18]2[CH:23]=[CH:22][CH:21]=[CH:20][CH:19]=2)=[N:4][CH:3]=1. (2) Given the reactants O=[C:2]1[C:10]2([CH2:19][CH2:18][C:17]3[C:12](=[CH:13][CH:14]=[CH:15][CH:16]=3)[CH2:11]2)[CH2:9][C:8]2[C:3]1=[CH:4][C:5]([C:20]1[CH:21]=[C:22]([CH:25]=[CH:26][CH:27]=1)[C:23]#[N:24])=[CH:6][CH:7]=2.[C:28](=[N:34][Si](C)(C)C)=[N:29][Si](C)(C)C, predict the reaction product. The product is: [C:23]([C:22]1[CH:21]=[C:20]([C:5]2[CH:4]=[C:3]3[C:8](=[CH:7][CH:6]=2)[CH2:9][C:10]2([CH2:19][CH2:18][C:17]4[C:12](=[CH:13][CH:14]=[CH:15][CH:16]=4)[CH2:11]2)/[C:2]/3=[N:34]/[C:28]#[N:29])[CH:27]=[CH:26][CH:25]=1)#[N:24]. (3) Given the reactants [CH3:1][C:2](C)([O-])[CH3:3].[Na+].[C:7]([O:16][CH:17]([CH3:19])[CH3:18])(=[O:15])[CH2:8][C:9]([O:11][CH:12]([CH3:14])[CH3:13])=[O:10].C(Br)C=C, predict the reaction product. The product is: [CH2:3]([CH:8]([C:9]([O:11][CH:12]([CH3:13])[CH3:14])=[O:10])[C:7]([O:16][CH:17]([CH3:19])[CH3:18])=[O:15])[CH:2]=[CH2:1]. (4) Given the reactants [CH3:1][O:2][C:3]1[CH:8]=[CH:7][C:6]([C:9]2[C:17]3[C:12](=[C:13]([C:18]([F:21])([F:20])[F:19])[CH:14]=[CH:15][CH:16]=3)[NH:11][N:10]=2)=[C:5]([CH3:22])[CH:4]=1.[H-].[Na+].[CH2:25](Br)[CH:26]=[CH2:27], predict the reaction product. The product is: [CH2:27]([N:11]1[C:12]2[C:17](=[CH:16][CH:15]=[CH:14][C:13]=2[C:18]([F:21])([F:19])[F:20])[C:9]([C:6]2[CH:7]=[CH:8][C:3]([O:2][CH3:1])=[CH:4][C:5]=2[CH3:22])=[N:10]1)[CH:26]=[CH2:25]. (5) Given the reactants CS(C)=O.[O:5]=[C:6]1[C@@H:12]([NH:13][C:14](=[O:38])[C@H:15]([OH:37])[C@@H:16]([NH:20][C:21]([C:23]2([NH:29][C:30]([N:32]3[CH2:36][CH2:35][CH2:34][CH2:33]3)=[O:31])[CH2:28][CH2:27][CH2:26][CH2:25][CH2:24]2)=[O:22])[CH:17]([CH3:19])[CH3:18])[CH2:11][CH2:10][CH2:9][CH2:8][NH:7]1.I(C1C=CC=CC=1C(O)=O)(=O)=O.S([O-])([O-])(=O)=S.[Na+].[Na+], predict the reaction product. The product is: [O:5]=[C:6]1[C@@H:12]([NH:13][C:14](=[O:38])[C:15](=[O:37])[C@@H:16]([NH:20][C:21]([C:23]2([NH:29][C:30]([N:32]3[CH2:33][CH2:34][CH2:35][CH2:36]3)=[O:31])[CH2:28][CH2:27][CH2:26][CH2:25][CH2:24]2)=[O:22])[CH:17]([CH3:18])[CH3:19])[CH2:11][CH2:10][CH2:9][CH2:8][NH:7]1. (6) Given the reactants [NH2:1][C:2]1[CH:3]=[C:4]([OH:8])[CH:5]=[CH:6][CH:7]=1.O.C(=O)([O-])O.[Na+].[F:15][C:16]([F:27])([F:26])[C:17]1[CH:18]=[C:19]([CH:23]=[CH:24][CH:25]=1)[C:20](Cl)=[O:21], predict the reaction product. The product is: [OH:8][C:4]1[CH:3]=[C:2]([NH:1][C:20](=[O:21])[C:19]2[CH:23]=[CH:24][CH:25]=[C:17]([C:16]([F:15])([F:26])[F:27])[CH:18]=2)[CH:7]=[CH:6][CH:5]=1.